From a dataset of Forward reaction prediction with 1.9M reactions from USPTO patents (1976-2016). Predict the product of the given reaction. (1) Given the reactants [Cl:1][C:2]1[CH:18]=[CH:17][C:5]2[CH2:6][CH2:7][N:8]([C:11](=[O:16])[C:12]([F:15])([F:14])[F:13])[CH2:9][CH2:10][C:4]=2[C:3]=1OS(C(F)(F)F)(=O)=O.[C:27]1([C:33]2([NH2:36])[CH2:35][CH2:34]2)[CH:32]=[CH:31][CH:30]=[CH:29][CH:28]=1.C1C=CC(P(C2C(C3C(P(C4C=CC=CC=4)C4C=CC=CC=4)=CC=C4C=3C=CC=C4)=C3C(C=CC=C3)=CC=2)C2C=CC=CC=2)=CC=1.C(=O)([O-])[O-].[Cs+].[Cs+], predict the reaction product. The product is: [Cl:1][C:2]1[CH:18]=[CH:17][C:5]2[CH2:6][CH2:7][N:8]([C:11](=[O:16])[C:12]([F:15])([F:14])[F:13])[CH2:9][CH2:10][C:4]=2[C:3]=1[NH:36][C:33]1([C:27]2[CH:32]=[CH:31][CH:30]=[CH:29][CH:28]=2)[CH2:35][CH2:34]1. (2) Given the reactants [F:1][C:2]1[CH:7]=[C:6]([O:8][CH3:9])[CH:5]=[CH:4][C:3]=1[CH:10]([CH3:12])[CH3:11].C1C(=O)N([Br:20])C(=O)C1.[O-]S([O-])=O.[Na+].[Na+], predict the reaction product. The product is: [Br:20][C:5]1[CH:4]=[C:3]([CH:10]([CH3:12])[CH3:11])[C:2]([F:1])=[CH:7][C:6]=1[O:8][CH3:9]. (3) Given the reactants [Br:1][C:2]1[CH:22]=[CH:21][C:20]([F:23])=[CH:19][C:3]=1[O:4][CH:5]1[CH2:10][CH2:9][N:8]([C:11]2[CH:15]=[C:14]([C:16]([NH2:18])=O)[O:13][N:12]=2)[CH2:7][CH2:6]1.CCN(CC)CC.C(OC(C(F)(F)F)=O)(C(F)(F)F)=O, predict the reaction product. The product is: [Br:1][C:2]1[CH:22]=[CH:21][C:20]([F:23])=[CH:19][C:3]=1[O:4][CH:5]1[CH2:10][CH2:9][N:8]([C:11]2[CH:15]=[C:14]([C:16]#[N:18])[O:13][N:12]=2)[CH2:7][CH2:6]1. (4) Given the reactants [F:1][C:2]1[CH:7]=[CH:6][C:5]([N:8]2[C:12]([C:13]3[CH:18]=[CH:17][CH:16]=[C:15]([C:19]([F:22])([F:21])[F:20])[CH:14]=3)=[CH:11][C:10]([C:23]([O:25]CC)=[O:24])=[N:9]2)=[CH:4][CH:3]=1.[OH-].[Li+], predict the reaction product. The product is: [F:1][C:2]1[CH:7]=[CH:6][C:5]([N:8]2[C:12]([C:13]3[CH:18]=[CH:17][CH:16]=[C:15]([C:19]([F:22])([F:20])[F:21])[CH:14]=3)=[CH:11][C:10]([C:23]([OH:25])=[O:24])=[N:9]2)=[CH:4][CH:3]=1. (5) Given the reactants C(OC(=O)[C:5]1[CH:10]=[CH:9][CH:8]=[CH:7][C:6]=1[C:11](=[O:18])[C:12]1[CH:17]=[CH:16][CH:15]=[CH:14][CH:13]=1)C.C[C:21](C)([O-:23])C.[K+].[CH3:26][CH:27]([CH3:31])[C:28](=[O:30])[CH3:29], predict the reaction product. The product is: [C:11]([C:6]1[CH:5]=[CH:10][C:9]([C:21](=[O:23])[CH2:29][C:28](=[O:30])[CH:27]([CH3:31])[CH3:26])=[CH:8][CH:7]=1)(=[O:18])[C:12]1[CH:13]=[CH:14][CH:15]=[CH:16][CH:17]=1. (6) Given the reactants CC1C=CC(S(O[CH2:12][CH2:13][CH2:14][C:15]2[C:23]3[C:18](=[CH:19][CH:20]=[C:21]([C:24]#[N:25])[CH:22]=3)[NH:17][CH:16]=2)(=O)=O)=CC=1.[CH3:26][C:27]1[N:28]=[C:29]([N:34]2[CH2:39][CH2:38][NH:37][CH2:36][CH2:35]2)[S:30][C:31]=1[C:32]#[N:33].C(=O)([O-])[O-].[K+].[K+].[I-].[K+], predict the reaction product. The product is: [C:24]([C:21]1[CH:22]=[C:23]2[C:18](=[CH:19][CH:20]=1)[NH:17][CH:16]=[C:15]2[CH2:14][CH2:13][CH2:12][N:37]1[CH2:38][CH2:39][N:34]([C:29]2[S:30][C:31]([C:32]#[N:33])=[C:27]([CH3:26])[N:28]=2)[CH2:35][CH2:36]1)#[N:25]. (7) Given the reactants C(O[BH-](OC(=O)C)OC(=O)C)(=O)C.[Na+].[C:15]([O:19][C:20](=[O:27])[NH:21][C:22]([CH3:26])([CH3:25])[CH:23]=O)([CH3:18])([CH3:17])[CH3:16].[Cl:28][C:29]1[CH:35]=[CH:34][CH:33]=[CH:32][C:30]=1[NH2:31].C(O)(=O)C.C(=O)(O)[O-].[Na+], predict the reaction product. The product is: [C:15]([O:19][C:20](=[O:27])[NH:21][C:22]([CH3:26])([CH3:25])[CH2:23][NH:31][C:30]1[CH:32]=[CH:33][CH:34]=[CH:35][C:29]=1[Cl:28])([CH3:18])([CH3:17])[CH3:16].